The task is: Regression. Given two drug SMILES strings and cell line genomic features, predict the synergy score measuring deviation from expected non-interaction effect.. This data is from NCI-60 drug combinations with 297,098 pairs across 59 cell lines. (1) Drug 1: CCC1=C2CN3C(=CC4=C(C3=O)COC(=O)C4(CC)O)C2=NC5=C1C=C(C=C5)O. Drug 2: CC1C(C(CC(O1)OC2CC(CC3=C2C(=C4C(=C3O)C(=O)C5=CC=CC=C5C4=O)O)(C(=O)C)O)N)O. Cell line: HT29. Synergy scores: CSS=36.1, Synergy_ZIP=-0.814, Synergy_Bliss=-1.59, Synergy_Loewe=1.55, Synergy_HSA=2.88. (2) Drug 1: C1=NC2=C(N=C(N=C2N1C3C(C(C(O3)CO)O)O)F)N. Drug 2: CC1C(C(CC(O1)OC2CC(CC3=C2C(=C4C(=C3O)C(=O)C5=C(C4=O)C(=CC=C5)OC)O)(C(=O)CO)O)N)O.Cl. Cell line: HCT-15. Synergy scores: CSS=3.18, Synergy_ZIP=-0.295, Synergy_Bliss=-0.780, Synergy_Loewe=-3.99, Synergy_HSA=-2.71. (3) Drug 1: CCC1=CC2CC(C3=C(CN(C2)C1)C4=CC=CC=C4N3)(C5=C(C=C6C(=C5)C78CCN9C7C(C=CC9)(C(C(C8N6C)(C(=O)OC)O)OC(=O)C)CC)OC)C(=O)OC.C(C(C(=O)O)O)(C(=O)O)O. Drug 2: B(C(CC(C)C)NC(=O)C(CC1=CC=CC=C1)NC(=O)C2=NC=CN=C2)(O)O. Cell line: CAKI-1. Synergy scores: CSS=26.2, Synergy_ZIP=-1.92, Synergy_Bliss=-2.48, Synergy_Loewe=0.810, Synergy_HSA=-0.319. (4) Drug 1: CN1C(=O)N2C=NC(=C2N=N1)C(=O)N. Drug 2: CCC1(C2=C(COC1=O)C(=O)N3CC4=CC5=C(C=CC(=C5CN(C)C)O)N=C4C3=C2)O.Cl. Cell line: SF-295. Synergy scores: CSS=29.5, Synergy_ZIP=2.48, Synergy_Bliss=1.78, Synergy_Loewe=-45.3, Synergy_HSA=-1.17. (5) Drug 1: CN(C)N=NC1=C(NC=N1)C(=O)N. Drug 2: CC1CCC2CC(C(=CC=CC=CC(CC(C(=O)C(C(C(=CC(C(=O)CC(OC(=O)C3CCCCN3C(=O)C(=O)C1(O2)O)C(C)CC4CCC(C(C4)OC)OCCO)C)C)O)OC)C)C)C)OC. Cell line: SNB-75. Synergy scores: CSS=4.14, Synergy_ZIP=0.278, Synergy_Bliss=0.636, Synergy_Loewe=-7.49, Synergy_HSA=-0.941. (6) Drug 1: C1CC(=O)NC(=O)C1N2CC3=C(C2=O)C=CC=C3N. Drug 2: C1CN(CCN1C(=O)CCBr)C(=O)CCBr. Cell line: OVCAR-5. Synergy scores: CSS=11.3, Synergy_ZIP=-2.46, Synergy_Bliss=-0.449, Synergy_Loewe=-2.48, Synergy_HSA=-0.113. (7) Drug 1: C1=CN(C(=O)N=C1N)C2C(C(C(O2)CO)O)O.Cl. Drug 2: CC1CCC2CC(C(=CC=CC=CC(CC(C(=O)C(C(C(=CC(C(=O)CC(OC(=O)C3CCCCN3C(=O)C(=O)C1(O2)O)C(C)CC4CCC(C(C4)OC)O)C)C)O)OC)C)C)C)OC. Cell line: KM12. Synergy scores: CSS=24.8, Synergy_ZIP=-6.79, Synergy_Bliss=-1.54, Synergy_Loewe=0.360, Synergy_HSA=0.200. (8) Drug 1: COC1=NC(=NC2=C1N=CN2C3C(C(C(O3)CO)O)O)N. Drug 2: C1C(C(OC1N2C=NC(=NC2=O)N)CO)O. Cell line: RPMI-8226. Synergy scores: CSS=35.2, Synergy_ZIP=4.61, Synergy_Bliss=1.05, Synergy_Loewe=-28.4, Synergy_HSA=3.76. (9) Drug 1: CCCS(=O)(=O)NC1=C(C(=C(C=C1)F)C(=O)C2=CNC3=C2C=C(C=N3)C4=CC=C(C=C4)Cl)F. Drug 2: CC1=CC=C(C=C1)C2=CC(=NN2C3=CC=C(C=C3)S(=O)(=O)N)C(F)(F)F. Cell line: BT-549. Synergy scores: CSS=0.498, Synergy_ZIP=0.540, Synergy_Bliss=2.54, Synergy_Loewe=0.156, Synergy_HSA=0.236. (10) Drug 1: CC1=C(C(CCC1)(C)C)C=CC(=CC=CC(=CC(=O)O)C)C. Drug 2: CC1C(C(CC(O1)OC2CC(CC3=C2C(=C4C(=C3O)C(=O)C5=CC=CC=C5C4=O)O)(C(=O)C)O)N)O. Cell line: TK-10. Synergy scores: CSS=42.2, Synergy_ZIP=-0.176, Synergy_Bliss=0.000808, Synergy_Loewe=-36.1, Synergy_HSA=0.373.